From a dataset of Forward reaction prediction with 1.9M reactions from USPTO patents (1976-2016). Predict the product of the given reaction. (1) Given the reactants [CH2:1]([C:3]1[N:4]([CH2:17][CH2:18]COC2C=CC(OC(C)(C)C(O)=O)=CC=2)[C:5](=[O:16])[C:6]2[N:11]([CH3:12])[N:10]=[C:9]([CH2:13][CH2:14][CH3:15])[C:7]=2[N:8]=1)[CH3:2].[C:34](=[O:37])([O-])[O-:35].[Na+].[Na+].[CH3:40][OH:41], predict the reaction product. The product is: [CH2:1]([C:3]1[N:4]([CH2:17][CH2:18][NH:8][C:7]2[CH:9]=[CH:13][C:40]([O:41][C:1]([CH3:3])([CH3:2])[C:34]([OH:35])=[O:37])=[CH:5][CH:6]=2)[C:5](=[O:16])[C:6]2[N:11]([CH3:12])[N:10]=[C:9]([CH2:13][CH2:14][CH3:15])[C:7]=2[N:8]=1)[CH3:2]. (2) Given the reactants [Br:1][C:2]1[C:23]([O:24]C)=[CH:22][C:5]2[C:6]([CH3:21])([CH3:20])[C:7]3[NH:8][C:9]4[C:14]([C:15]=3[C:16](=[O:17])[C:4]=2[CH:3]=1)=[CH:13][CH:12]=[C:11]([C:18]#[N:19])[CH:10]=4.C[O-].[Na+].C(S)CCCCCCCCCCC.Cl, predict the reaction product. The product is: [Br:1][C:2]1[C:23]([OH:24])=[CH:22][C:5]2[C:6]([CH3:21])([CH3:20])[C:7]3[NH:8][C:9]4[C:14]([C:15]=3[C:16](=[O:17])[C:4]=2[CH:3]=1)=[CH:13][CH:12]=[C:11]([C:18]#[N:19])[CH:10]=4. (3) The product is: [O-2:9].[Ti+4:2].[O-2:16].[O-2:1].[Zr+4:5].[O-2:9].[Sn:7]=[O:1].[W:17]=[O:16].[O:9]=[Sb:10]([O:12][Sb:13](=[O:15])=[O:14])=[O:11]. Given the reactants [O-2:1].[Ti+4:2].[O-2].[O-2].[Zr+4:5].[O-2].[Sn:7]=O.[O:9]=[Sb:10]([O:12][Sb:13](=[O:15])=[O:14])=[O:11].[OH:16][W:17](O)(=O)=O, predict the reaction product. (4) Given the reactants CC1C=CC(S(O[CH2:12][C@@H:13]2[O:26][C:17]3=[C:18]4[C:23](=[CH:24][CH:25]=[C:16]3[O:15][CH2:14]2)[N:22]=[CH:21][CH:20]=[N:19]4)(=O)=O)=CC=1.[NH:27]1[CH2:32][CH:31]=[C:30]([C:33]2[C:41]3[C:36](=[CH:37][CH:38]=[CH:39][CH:40]=3)[NH:35][CH:34]=2)[CH2:29][CH2:28]1, predict the reaction product. The product is: [NH:35]1[C:36]2[C:41](=[CH:40][CH:39]=[CH:38][CH:37]=2)[C:33]([C:30]2[CH2:31][CH2:32][N:27]([CH2:12][CH:13]3[O:26][C:17]4=[C:18]5[C:23](=[CH:24][CH:25]=[C:16]4[O:15][CH2:14]3)[N:22]=[CH:21][CH:20]=[N:19]5)[CH2:28][CH:29]=2)=[CH:34]1. (5) Given the reactants C([O:3][C:4]([C:6]1[NH:7][C:8]2[C:13]([CH:14]=1)=[CH:12][C:11]([NH:15][C:16]([C@H:18]1[C@H:22]([C:23]3[CH:28]=[CH:27][CH:26]=[C:25]([Cl:29])[C:24]=3[F:30])[C@:21]([C:33]3[CH:38]=[CH:37][C:36]([Cl:39])=[CH:35][C:34]=3[F:40])([C:31]#[N:32])[C@H:20]([CH2:41][C:42]([CH3:45])([CH3:44])[CH3:43])[NH:19]1)=[O:17])=[CH:10][CH:9]=2)=[O:5])C.[OH-].[K+], predict the reaction product. The product is: [Cl:29][C:25]1[C:24]([F:30])=[C:23]([C@@H:22]2[C@:21]([C:33]3[CH:38]=[CH:37][C:36]([Cl:39])=[CH:35][C:34]=3[F:40])([C:31]#[N:32])[C@H:20]([CH2:41][C:42]([CH3:44])([CH3:45])[CH3:43])[NH:19][C@H:18]2[C:16]([NH:15][C:11]2[CH:12]=[C:13]3[C:8](=[CH:9][CH:10]=2)[NH:7][C:6]([C:4]([OH:5])=[O:3])=[CH:14]3)=[O:17])[CH:28]=[CH:27][CH:26]=1. (6) Given the reactants Cl.[CH2:2]([O:9][C:10]1[CH:11]=[C:12]2[C:16](=[CH:17][C:18]=1[CH3:19])[NH:15][CH:14]=[C:13]2[C:20](=O)[C:21]([O:23][CH3:24])=[O:22])[C:3]1[CH:8]=[CH:7][CH:6]=[CH:5][CH:4]=1.O=C(C1C2C(=CC=C(C(F)(F)F)C=2)NC=1)C(OC)=O, predict the reaction product. The product is: [CH2:2]([O:9][C:10]1[CH:11]=[C:12]2[C:16](=[CH:17][C:18]=1[CH3:19])[NH:15][CH:14]=[C:13]2[CH2:20][C:21]([O:23][CH3:24])=[O:22])[C:3]1[CH:4]=[CH:5][CH:6]=[CH:7][CH:8]=1. (7) Given the reactants [CH2:1]([O:3][C:4]([C:6]1[N:7]([C:26]2[CH:31]=[CH:30][C:29]([O:32][CH:33]([CH3:35])[CH3:34])=[CH:28][CH:27]=2)[C:8]2[C:13]([C:14]=1Br)=[CH:12][C:11]([C:16]1[CH:21]=[CH:20][C:19]([O:22][CH:23]([CH3:25])[CH3:24])=[CH:18][CH:17]=1)=[CH:10][CH:9]=2)=[O:5])[CH3:2].[C:36]1([CH2:42][CH2:43][CH2:44][NH2:45])[CH:41]=[CH:40][CH:39]=[CH:38][CH:37]=1.C1C=CC(P(C2C(C3C(P(C4C=CC=CC=4)C4C=CC=CC=4)=CC=C4C=3C=CC=C4)=C3C(C=CC=C3)=CC=2)C2C=CC=CC=2)=CC=1.C([O-])([O-])=O.[Cs+].[Cs+], predict the reaction product. The product is: [CH2:1]([O:3][C:4]([C:6]1[N:7]([C:26]2[CH:31]=[CH:30][C:29]([O:32][CH:33]([CH3:35])[CH3:34])=[CH:28][CH:27]=2)[C:8]2[C:13]([C:14]=1[NH:45][CH2:44][CH2:43][CH2:42][C:36]1[CH:41]=[CH:40][CH:39]=[CH:38][CH:37]=1)=[CH:12][C:11]([C:16]1[CH:21]=[CH:20][C:19]([O:22][CH:23]([CH3:25])[CH3:24])=[CH:18][CH:17]=1)=[CH:10][CH:9]=2)=[O:5])[CH3:2].